This data is from Forward reaction prediction with 1.9M reactions from USPTO patents (1976-2016). The task is: Predict the product of the given reaction. (1) The product is: [NH2:1][C:2]1[CH:3]=[C:4]([CH:8]=[C:9]([C:13]2[O:12][CH:16]=[CH:15][CH:14]=2)[CH:10]=1)[C:5]([OH:7])=[O:6]. Given the reactants [NH2:1][C:2]1[CH:3]=[C:4]([CH:8]=[C:9](Br)[CH:10]=1)[C:5]([OH:7])=[O:6].[O:12]1[CH:16]=[CH:15][CH:14]=[C:13]1B(O)O.C(=O)([O-])[O-].[K+].[K+].Cl, predict the reaction product. (2) Given the reactants [NH:1]1[C:5]([C:6]([O:8][CH2:9][CH3:10])=[O:7])=[CH:4][C:3]([C:11]([O:13][CH2:14][CH3:15])=[O:12])=[N:2]1.[CH:16]1[C:21]([Cl:22])=[CH:20][C:19]([Cl:23])=[C:18]([C:24]([CH2:26]Br)=[O:25])[CH:17]=1.C(=O)([O-])[O-].[K+].[K+], predict the reaction product. The product is: [Cl:23][C:19]1[CH:20]=[C:21]([Cl:22])[CH:16]=[CH:17][C:18]=1[C:24](=[O:25])[CH2:26][N:1]1[C:5]([C:6]([O:8][CH2:9][CH3:10])=[O:7])=[CH:4][C:3]([C:11]([O:13][CH2:14][CH3:15])=[O:12])=[N:2]1. (3) The product is: [CH3:8][C:6]1[CH:5]=[C:4]([N:9]([C:10]2[S:11][CH:12]=[CH:13][N:14]=2)[C:20](=[O:21])[O:19][C:16]([CH3:18])([CH3:17])[CH3:15])[CH:3]=[C:2]([CH3:1])[CH:7]=1. Given the reactants [CH3:1][C:2]1[CH:3]=[C:4]([NH:9][C:10]2[S:11][CH:12]=[CH:13][N:14]=2)[CH:5]=[C:6]([CH3:8])[CH:7]=1.[CH3:15][C:16]([O:19][C:20](O[C:20]([O:19][C:16]([CH3:18])([CH3:17])[CH3:15])=[O:21])=[O:21])([CH3:18])[CH3:17], predict the reaction product. (4) Given the reactants [CH2:1]([O:3][C:4]1[CH:27]=[C:26]([F:28])[C:7]([CH2:8][N:9]2[C:17]3[C:12](=[CH:13][CH:14]=[CH:15][CH:16]=3)[C:11]([C:18]3[N:23]=[C:22]([NH2:24])[CH:21]=[C:20]([NH2:25])[N:19]=3)=[N:10]2)=[C:6]([F:29])[CH:5]=1)[CH3:2].Cl.Br[C:32]1[CH:37]=[CH:36][N:35]=[CH:34][CH:33]=1.CC1(C)C2C=CC=C(P(C3C=CC=CC=3)C3C=CC=CC=3)C=2OC2C1=CC=CC=2P(C1C=CC=CC=1)C1C=CC=CC=1.C(=O)([O-])[O-].[Cs+].[Cs+].Cl, predict the reaction product. The product is: [CH2:1]([O:3][C:4]1[CH:5]=[C:6]([F:29])[C:7]([CH2:8][N:9]2[C:17]3[C:12](=[CH:13][CH:14]=[CH:15][CH:16]=3)[C:11]([C:18]3[N:23]=[C:22]([NH:24][C:32]4[CH:37]=[CH:36][N:35]=[CH:34][CH:33]=4)[CH:21]=[C:20]([NH2:25])[N:19]=3)=[N:10]2)=[C:26]([F:28])[CH:27]=1)[CH3:2]. (5) The product is: [NH2:1][C:2]1[CH2:3][CH2:4][S:14][C:13]=1[C:12]([O:16][CH3:17])=[O:15]. Given the reactants [N:1]12[CH2:4][CH2:3][CH2:2][N:1]=C1CC[CH2:4][CH2:3][CH2:2]2.[C:12]([O:16][CH3:17])(=[O:15])[CH2:13][SH:14].C(#N)C=C, predict the reaction product. (6) Given the reactants C(N1C2C=CC=C(N)C=2C(C)=N1)C1C=CC=CC=1.[CH3:19][C:20]1[C:28]2[C:27]([NH2:29])=[CH:26][CH:25]=[CH:24][C:23]=2[N:22]([CH2:30][C:31]2[CH:32]=[N:33][C:34]([CH3:37])=[CH:35][CH:36]=2)[N:21]=1.[CH3:38][N:39]1[CH2:44][CH2:43][N:42]([CH2:45][CH2:46][O:47][C:48]2[CH:53]=[CH:52][N:51]3[C:54]([C:57]([O-])=[O:58])=[CH:55][N:56]=[C:50]3[CH:49]=2)[CH2:41][CH2:40]1.[Li+], predict the reaction product. The product is: [CH3:19][C:20]1[C:28]2[C:23](=[CH:24][CH:25]=[CH:26][C:27]=2[NH:29][C:57]([C:54]2[N:51]3[CH:52]=[CH:53][C:48]([O:47][CH2:46][CH2:45][N:42]4[CH2:43][CH2:44][N:39]([CH3:38])[CH2:40][CH2:41]4)=[CH:49][C:50]3=[N:56][CH:55]=2)=[O:58])[N:22]([CH2:30][C:31]2[CH:32]=[N:33][C:34]([CH3:37])=[CH:35][CH:36]=2)[N:21]=1.